This data is from Full USPTO retrosynthesis dataset with 1.9M reactions from patents (1976-2016). The task is: Predict the reactants needed to synthesize the given product. Given the product [ClH:14].[C@H:9]12[CH2:11][C@H:6]([N:5]([CH2:4][CH:3]=[O:2])[CH2:10]1)[CH2:7][O:8]2, predict the reactants needed to synthesize it. The reactants are: C[O:2][CH:3](OC)[CH2:4][N:5]1[CH2:10][C@@H:9]2[CH2:11][C@H:6]1[CH2:7][O:8]2.[ClH:14].